Predict the product of the given reaction. From a dataset of Forward reaction prediction with 1.9M reactions from USPTO patents (1976-2016). (1) Given the reactants [Cl:1][C:2]1[C:3]([C:8](=[O:10])[CH3:9])=[N:4][CH:5]=[CH:6][CH:7]=1.[BH4-].[Na+], predict the reaction product. The product is: [Cl:1][C:2]1[C:3]([CH:8]([OH:10])[CH3:9])=[N:4][CH:5]=[CH:6][CH:7]=1. (2) Given the reactants [C:1]1([C:7]2[N:12]=[C:11]3[CH2:13][CH2:14][CH2:15][C:10]3=[C:9]([NH:16][C:17]3[CH:22]=[CH:21][C:20]([CH2:23][C:24]([O:26][CH2:27][CH3:28])=[O:25])=[CH:19][CH:18]=3)[CH:8]=2)[CH2:6][CH2:5][CH2:4][CH2:3][CH:2]=1.[H][H], predict the reaction product. The product is: [CH:1]1([C:7]2[N:12]=[C:11]3[CH2:13][CH2:14][CH2:15][C:10]3=[C:9]([NH:16][C:17]3[CH:22]=[CH:21][C:20]([CH2:23][C:24]([O:26][CH2:27][CH3:28])=[O:25])=[CH:19][CH:18]=3)[CH:8]=2)[CH2:2][CH2:3][CH2:4][CH2:5][CH2:6]1. (3) Given the reactants Br[CH:2]([C:23]1[CH:28]=[CH:27][CH:26]=[CH:25][CH:24]=1)[C:3]([C:5]1[CH:10]=[CH:9][C:8]([C:11]2([NH:15][C:16](=[O:22])[O:17][C:18]([CH3:21])([CH3:20])[CH3:19])[CH2:14][CH2:13][CH2:12]2)=[CH:7][CH:6]=1)=O.[NH2:29][C:30]1[N:31]=[N:32][C:33]([Br:37])=[CH:34][C:35]=1[Br:36].C(N(CC)C(C)C)(C)C, predict the reaction product. The product is: [C:23]1([C:2]2[N:31]3[N:32]=[C:33]([Br:37])[CH:34]=[C:35]([Br:36])[C:30]3=[N:29][C:3]=2[C:5]2[CH:6]=[CH:7][C:8]([C:11]3([NH:15][C:16](=[O:22])[O:17][C:18]([CH3:19])([CH3:21])[CH3:20])[CH2:12][CH2:13][CH2:14]3)=[CH:9][CH:10]=2)[CH:28]=[CH:27][CH:26]=[CH:25][CH:24]=1. (4) The product is: [C:1]([O:5][C:6]([N:8]1[C:16]2[C:11](=[C:12]([CH2:17][N:18]3[C:22]4[CH:23]=[CH:24][C:25]([F:27])=[CH:26][C:21]=4[N:20]([C@@H:28]4[CH2:33][CH2:32][N:31]([C:34]5[CH:39]=[C:38]([Cl:40])[CH:37]=[CH:36][C:35]=5[N+:41]([O-:43])=[O:42])[CH2:30][C@H:29]4[O:44][C:45](=[O:47])[CH3:46])[C:19]3=[N:48][C:54]([O:53][C:50]([CH3:52])([CH3:51])[CH3:49])=[O:55])[CH:13]=[CH:14][CH:15]=2)[CH:10]=[CH:9]1)=[O:7])([CH3:4])([CH3:2])[CH3:3]. Given the reactants [C:1]([O:5][C:6]([N:8]1[C:16]2[C:11](=[C:12]([CH2:17][N:18]3[C:22]4[CH:23]=[CH:24][C:25]([F:27])=[CH:26][C:21]=4[N:20]([C@@H:28]4[CH2:33][CH2:32][N:31]([C:34]5[CH:39]=[C:38]([Cl:40])[CH:37]=[CH:36][C:35]=5[N+:41]([O-:43])=[O:42])[CH2:30][C@H:29]4[O:44][C:45](=[O:47])[CH3:46])[C:19]3=[NH:48])[CH:13]=[CH:14][CH:15]=2)[CH:10]=[CH:9]1)=[O:7])([CH3:4])([CH3:3])[CH3:2].[CH3:49][C:50]([O:53][C:54](O[C:54]([O:53][C:50]([CH3:52])([CH3:51])[CH3:49])=[O:55])=[O:55])([CH3:52])[CH3:51].N1C=CN=C1, predict the reaction product.